From a dataset of Experimentally validated miRNA-target interactions with 360,000+ pairs, plus equal number of negative samples. Binary Classification. Given a miRNA mature sequence and a target amino acid sequence, predict their likelihood of interaction. (1) The miRNA is hsa-miR-539-5p with sequence GGAGAAAUUAUCCUUGGUGUGU. The protein sequence of the target gene is MATPGSEPQPFVPALSVATLHPLHHPHHHHHHHQHHGGTGAPGGAGGGGGGSGGFNLPLNRGLERALEEAANSGGLNLSARKLKEFPRTAAPGHDLSDTVQADLSKNRLVEVPMELCHFVSLEILNLYHNCIRVIPEAIVNLQMLTYLNLSRNQLSALPACLCGLPLKVLIASNNKLGSLPEEIGQLKQLMELDVSCNEITALPQQIGQLKSLRELNVRRNYLKVLPQELVDLSLVKFDFSCNKVLVIPICFREMKQLQVLLLENNPLQSPPAQICTKGKVHIFKYLSIQACQIKTADSL.... Result: 0 (no interaction). (2) The miRNA is hsa-miR-5582-5p with sequence UAGGCACACUUAAAGUUAUAGC. The protein sequence of the target gene is MNHMGMNHMEMHHHMGMNHTDDNITMPPHHHPTTSASHSHGGGDSMMMMPMTFYFDFKNVNLLFSGLVINTPGEMAGAFVAVFLLAMFYEGLKIAREGLLRKSQVSIRYNSMPVPGPNGTILMETHKTVGQQMLSFPHLLQTVLHIIQVVISYFLMLIFMTYNGYLCIAVAAGAGTGYFLFSWKKAVVVDITEHCH. Result: 0 (no interaction).